From a dataset of Drug-target binding data from BindingDB using IC50 measurements. Regression. Given a target protein amino acid sequence and a drug SMILES string, predict the binding affinity score between them. We predict pIC50 (pIC50 = -log10(IC50 in M); higher means more potent). Dataset: bindingdb_ic50. The compound is CC1CCCC(Cc2c[nH]c3c(=O)[nH]c(N)nc23)C1. The target protein (P55859) has sequence MANGYTYEDYQDTAKWLLSHTEQRPQVAVICGSGLGGLVNKLTQAQTFDYSEIPNFPESTVPGHAGRLVFGILNGRACVMMQGRFHMYEGYPFWKVTFPVRVFRLLGVETLVVTNAAGGLNPNFEVGDIMLIRDHINLPGFSGENPLRGPNEERFGVRFPAMSDAYDRDMRQKAHSTWKQMGEQRELQEGTYVMLGGPNFETVAECRLLRNLGADAVGMSTVPEVIVARHCGLRVFGFSLITNKVIMDYESQGKANHEEVLEAGKQAAQKLEQFVSLLMASIPVSGHTG. The pIC50 is 7.7.